Task: Predict the reaction yield, written as a fraction of the theoretical maximum amount of product (1.0 means a 100% yield; for example, 0.34 means a 34% yield).. Dataset: Reaction yield outcomes from USPTO patents with 853,638 reactions The reactants are [CH3:1][O:2][C:3]1[CH:4]=[CH:5][CH:6]=[C:7]2[C:12]=1[CH2:11][C@@H:10]([N:13]([CH3:15])[CH3:14])[CH2:9][CH2:8]2.[Cl:16][S:17](O)(=[O:19])=[O:18].C(=O)(O)[O-].[Na+]. The catalyst is C(Cl)(Cl)Cl. The product is [CH3:15][N:13]([CH3:14])[C@H:10]1[CH2:9][CH2:8][C:7]2[C:6]([S:17]([Cl:16])(=[O:19])=[O:18])=[CH:5][CH:4]=[C:3]([O:2][CH3:1])[C:12]=2[CH2:11]1. The yield is 0.870.